This data is from Forward reaction prediction with 1.9M reactions from USPTO patents (1976-2016). The task is: Predict the product of the given reaction. Given the reactants [C:1]([N:5]1[CH2:10][CH2:9][C:8]([CH2:17][NH2:18])([C:11]2[CH:16]=[CH:15][CH:14]=[CH:13][CH:12]=2)[CH2:7][CH2:6]1)([CH3:4])([CH3:3])[CH3:2].[F:19]C1C=CC=CC=1CC#N, predict the reaction product. The product is: [C:1]([N:5]1[CH2:6][CH2:7][C:8]([CH2:17][NH2:18])([C:11]2[CH:16]=[CH:15][CH:14]=[CH:13][C:12]=2[F:19])[CH2:9][CH2:10]1)([CH3:4])([CH3:3])[CH3:2].